From a dataset of Catalyst prediction with 721,799 reactions and 888 catalyst types from USPTO. Predict which catalyst facilitates the given reaction. (1) Reactant: Br[C:2]1[CH:3]=[N:4][CH:5]=[C:6]2[C:11]=1[N:10]=[C:9]([C:12]([NH2:14])=[O:13])[CH:8]=[CH:7]2.[F:15][C:16]1[CH:21]=[CH:20][C:19](B(O)O)=[CH:18][CH:17]=1.C(=O)([O-])[O-].[Cs+].[Cs+]. Product: [F:15][C:16]1[CH:21]=[CH:20][C:19]([C:2]2[CH:3]=[N:4][CH:5]=[C:6]3[C:11]=2[N:10]=[C:9]([C:12]([NH2:14])=[O:13])[CH:8]=[CH:7]3)=[CH:18][CH:17]=1. The catalyst class is: 688. (2) Product: [Cl:33][C:9]1[C:10]2[CH:16]([C:17]3[CH:18]=[CH:19][CH:20]=[CH:21][CH:22]=3)[O:15][C:14](=[C:23]3[C:31]4[C:26](=[CH:27][CH:28]=[CH:29][CH:30]=4)[NH:25][C:24]3=[O:32])[C:11]=2[CH:12]=[N:13][C:8]=1[N:1]1[CH2:6][CH2:5][O:4][CH2:3][CH2:2]1. The catalyst class is: 32. Reactant: [NH:1]1[CH2:6][CH2:5][O:4][CH2:3][CH2:2]1.Cl[C:8]1[N:13]=[CH:12][C:11]2[C:14](=[C:23]3[C:31]4[C:26](=[CH:27][CH:28]=[CH:29][CH:30]=4)[NH:25][C:24]3=[O:32])[O:15][CH:16]([C:17]3[CH:22]=[CH:21][CH:20]=[CH:19][CH:18]=3)[C:10]=2[C:9]=1[Cl:33]. (3) Reactant: [F:1][C:2]1[CH:7]=[CH:6][C:5]([C:8](=O)[CH2:9][C:10]#[N:11])=[C:4]([CH3:13])[CH:3]=1.Cl.[CH3:15][C:16]1[CH:21]=[CH:20][CH:19]=[CH:18][C:17]=1[NH:22][NH2:23]. Product: [F:1][C:2]1[CH:7]=[CH:6][C:5]([C:8]2[CH:9]=[C:10]([NH2:11])[N:22]([C:17]3[CH:18]=[CH:19][CH:20]=[CH:21][C:16]=3[CH3:15])[N:23]=2)=[C:4]([CH3:13])[CH:3]=1. The catalyst class is: 11.